Dataset: B-cell epitopes from IEDB database with 3,159 antigens for binding position prediction. Task: Token-level Classification. Given an antigen amino acid sequence, predict which amino acid positions are active epitope sites capable of antibody binding. Output is a list of indices for active positions. (1) Given the antigen sequence: MSTNPKPQRKTKRNTNRRPQDVKFPGGGQIVGGVYLLPRRGPRLGVRATRKTSERSQPRGRRQPIPKDRRPEGRAWAQPGYPWPLYGNEGMGWAGWLLSPRGSRPSWGPNDPRRRSRNLGKVIDTLTCGFADLMGYIPLVGAPLGGAARALAHGVRVLEDGVNYATGNLPGCSFSIFLLALLSCLTIPASAYEVRNVSGVYHVTNDCSNSSIVYETGDMIMHTPGCVPCVRENNSSRCWAALTPTLAARNASVPTTTIRRHVDLLVGAAAFCSAMYVGDLCGSVFLVSQLFTFSPRRHETVQDCNCSIYPGHVSGHRMAWDMMMNWSPTTALLVSQLLRIPQAVVDMVAGAHWGVLAGLAYYSMAGNWAKVLIVLLLFAGVDGATYVTGGSEARGASGLANLFSFGASQKIQLINTNGSWHINRTALNCNDSLHTGFLAALFYTHKFNASGCPERMASCRPIEEFAQGYGPITYAEPSPSDQRPYCWHYAPRPCGIIPAS..., which amino acid positions are active epitope sites? The epitope positions are: [261, 262, 263, 264, 265, 266, 267, 268, 269, 270, 271, 272, 273, 274, 275, 276, 277, 278, 279, 280]. The amino acids at these positions are: VDLLVGAAAFCSAMYVGDLC. (2) Given the antigen sequence: MKILPFIARGTSYYLKMSVKKLVPFLVVGLMLAAGDSVYAYSRGNGSIARGDDYPAYYKNGSQEIDQWRMYSRQCTSFVAFRLSNVNGFEIPAAYGNANEWGHRARREGYRVDNTPTIGSITWSTAGTYGHVAWVSNVMGDQIEIEEYNYGYTESYNKRVIKANTMTGFIHFKDLDGGSVGNSQSSTSTGGTHYFKTKSAIKTEPLVSATVIDYYYPGEKVHYDQILEKDGYKWLSYTAYNGSYRYVQLEAVNKNPLGNSVLSSTGGTHYFKTKSAIKTEPLVSGTVIDYYYPGEKVHYDQILEKDGYKWLSYTAYNGSRRYIQLEGVTSSQKYQNQSGNISSYGSNNSSTVGWKKINGSWYHFKSNGSKSTGWLKDGSSWYYLKLSGEMQTGWLKENGSWYYLGSSGAMKTGWYQVSGKWYYSYSSGALAVNTTVDGYRVNSDGERV, which amino acid positions are active epitope sites? The epitope positions are: [214, 215, 216, 217, 218, 219, 220, 221, 222, 223, 224, 225, 226, 227, 228, 229, 230, 231, 232, 233]. The amino acids at these positions are: YYPGEKVHYDQILEKDGYKW. (3) Given the antigen sequence: MGSSLDDFCYDSTAPQKVLLAFSITYTPVMIYALKVSRGRLLGLLHLLIFLNCTFTFGYMTFVHFNSTNKVALTMGAVVALLWGVYSAIETWKFITSRCRLCLLGRKYILAPAHHVESAAGFHPIAANDNHAFVVRRPGSTTVNGTLVPGLKSLVLGGRKAVKQGVVNLVKYAK, which amino acid positions are active epitope sites? The epitope positions are: [160, 161, 162, 163, 164, 165, 166, 167, 168, 169, 170, 171, 172, 173]. The amino acids at these positions are: AVKQGVVNLVKYAK. (4) Given the antigen sequence: MPVTINNFNYNDPIDNNNIIMMEPPFARGTGRYYKAFKITDRIWIIPERYTFGYKPEDFNKSSGIFNRDVCEYYDPDYLNTNDKKNIFLQTMIKLFNRIKSKPLGEKLLEMIINGIPYLGDRRVPLEEFNTNIASVTVNKLISNPGEVERKKGIFANLIIFGPGPVLNENETIDIGIQNHFASREGFGGIMQMKFCPEYVSVFNNVQENKGASIFNRRGYFSDPALILMHELIHVLHGLYGIKVDDLPIVPNEKKFFMQSTDAIQAEELYTFGGQDPSIITPSTDKSIYDKVLQNFRGIVDRLNKVLVCISDPNININIYKNKFKDKYKFVEDSEGKYSIDVESFDKLYKSLMFGFTETNIAENYKIKTRASYFSDSLPPVKIKNLLDNEIYTIEEGFNISDKDMEKEYRGQNKAINKQAYEEISKEHLAVYKIQMCKSVKAPGICIDVDNEDLFFIADKNSFSDDLSKNERIEYNTQSNYIENDFPINELILDTDLISK..., which amino acid positions are active epitope sites? The epitope positions are: [749, 750, 751, 752, 753, 754, 755, 756, 757, 758, 759, 760, 761, 762, 763, 764, 765, 766, 767]. The amino acids at these positions are: NIDFNDINSKLNEGINQAI.